Dataset: Forward reaction prediction with 1.9M reactions from USPTO patents (1976-2016). Task: Predict the product of the given reaction. (1) Given the reactants [F:1][C:2]([F:24])([F:23])[C:3]1[CH:4]=[C:5]([CH:20]=[CH:21][CH:22]=1)[CH2:6][N:7]1[CH2:11][CH2:10][C@H:9]([NH:12]C(=O)OC(C)(C)C)[CH2:8]1.[ClH:25].O1CCOCC1, predict the reaction product. The product is: [ClH:25].[F:23][C:2]([F:1])([F:24])[C:3]1[CH:4]=[C:5]([CH:20]=[CH:21][CH:22]=1)[CH2:6][N:7]1[CH2:11][CH2:10][C@H:9]([NH2:12])[CH2:8]1. (2) Given the reactants Cl.[Cl:2][CH2:3][CH2:4][CH2:5][NH2:6].[N:7]1[CH:12]=[CH:11][C:10]([CH:13]=O)=[CH:9][CH:8]=1.C([O-])([O-])=O.[K+].[K+], predict the reaction product. The product is: [Cl:2][CH2:3][CH2:4][CH2:5][N:6]=[CH:13][C:10]1[CH:11]=[CH:12][N:7]=[CH:8][CH:9]=1. (3) Given the reactants [O:1]1[CH2:6][CH2:5][N:4]([CH2:7][CH2:8][O:9][C:10]2[CH:15]=[CH:14][C:13]([C:16]3[CH:17]=[CH:18][C:19]([CH2:22][C:23]([NH:25]CC4C=CC=CC=4)=O)=[N:20][CH:21]=3)=[CH:12][CH:11]=2)[CH2:3][CH2:2]1.N1CCOCC1, predict the reaction product. The product is: [O:1]1[CH2:6][CH2:5][N:4]([CH2:7][CH2:8][O:9][C:10]2[CH:11]=[CH:12][C:13]([C:16]3[CH:17]=[CH:18][C:19]([CH2:22][C:23]#[N:25])=[N:20][CH:21]=3)=[CH:14][CH:15]=2)[CH2:3][CH2:2]1. (4) Given the reactants [C:1]1([C:7]2[CH:12]=[CH:11][C:10]([N:13]([CH2:24][C:25]3[CH:33]=[CH:32][C:28]([C:29](O)=[O:30])=[CH:27][CH:26]=3)[C:14]3[N:18]([CH3:19])[C:17]4[CH:20]=[CH:21][CH:22]=[CH:23][C:16]=4[N:15]=3)=[CH:9][CH:8]=2)[CH2:6][CH2:5][CH2:4][CH2:3][CH:2]=1.O.[NH:35]1[C:39]([NH2:40])=[N:38][N:37]=[N:36]1.C1C=CC2N(O)N=NC=2C=1.C(Cl)CCl.CCN(C(C)C)C(C)C.Cl, predict the reaction product. The product is: [C:1]1([C:7]2[CH:12]=[CH:11][C:10]([N:13]([CH2:24][C:25]3[CH:33]=[CH:32][C:28]([C:29]([NH:40][C:39]4[NH:38][N:37]=[N:36][N:35]=4)=[O:30])=[CH:27][CH:26]=3)[C:14]3[N:18]([CH3:19])[C:17]4[CH:20]=[CH:21][CH:22]=[CH:23][C:16]=4[N:15]=3)=[CH:9][CH:8]=2)[CH2:6][CH2:5][CH2:4][CH2:3][CH:2]=1. (5) Given the reactants C([O:3][C:4](=[O:15])[CH2:5][CH:6]([C:13]#[N:14])[CH2:7][C@H:8]([CH3:12])[CH2:9][CH2:10][CH3:11])C.C([O-])(=O)C.[Ca+2].C([O-])(=O)C.[OH-].[Na+].Cl.[C:28]([NH2:32])([CH3:31])([CH3:30])[CH3:29], predict the reaction product. The product is: [C:28]([NH3+:32])([CH3:31])([CH3:30])[CH3:29].[C:13]([C@@H:6]([CH2:7][C@H:8]([CH3:12])[CH2:9][CH2:10][CH3:11])[CH2:5][C:4]([O-:15])=[O:3])#[N:14]. (6) Given the reactants Cl.[CH2:2]([O:4][C:5]([C:7]1[C:11]2[CH2:12][NH:13][CH2:14][CH2:15][C:10]=2[O:9][N:8]=1)=[O:6])[CH3:3].C(N(C(C)C)CC)(C)C.CNC1(NC)C=CN=CC1.CN1CCOCC1.[C:42](O[C:42]([O:44][C:45]([CH3:48])([CH3:47])[CH3:46])=[O:43])([O:44][C:45]([CH3:48])([CH3:47])[CH3:46])=[O:43].ClC(OCC1C=CC=CC=1)=O, predict the reaction product. The product is: [C:45]([O:44][C:42]([N:13]1[CH2:14][CH2:15][C:10]2[O:9][N:8]=[C:7]([C:5]([O:4][CH2:2][CH3:3])=[O:6])[C:11]=2[CH2:12]1)=[O:43])([CH3:48])([CH3:47])[CH3:46].